From a dataset of Forward reaction prediction with 1.9M reactions from USPTO patents (1976-2016). Predict the product of the given reaction. (1) Given the reactants C([N:4](C(C)C)CC)(C)C.[Cl:10][C:11]1[N:16]=[C:15]([C:17]2[S:21][C:20]3[CH:22]=[CH:23][CH:24]=[C:25]([C:26](O)=[O:27])[C:19]=3[CH:18]=2)[C:14]([Cl:29])=[CH:13][N:12]=1.N.CO.F[P-](F)(F)(F)(F)F.N1(O[P+](N(C)C)(N(C)C)N(C)C)C2C=CC=CC=2N=N1, predict the reaction product. The product is: [Cl:10][C:11]1[N:16]=[C:15]([C:17]2[S:21][C:20]3[CH:22]=[CH:23][CH:24]=[C:25]([C:26]([NH2:4])=[O:27])[C:19]=3[CH:18]=2)[C:14]([Cl:29])=[CH:13][N:12]=1. (2) The product is: [C:60]([C:59]1[CH:62]=[CH:63][C:56]([NH:55][C:19]([C:11]2[CH:10]=[N:9][N:8]([C:4]3[CH:5]=[CH:6][CH:7]=[C:2]([F:1])[CH:3]=3)[C:12]=2[C:13]2[CH:14]=[CH:15][N:16]=[CH:17][CH:18]=2)=[O:21])=[CH:57][CH:58]=1)#[N:61]. Given the reactants [F:1][C:2]1[CH:3]=[C:4]([N:8]2[C:12]([C:13]3[CH:18]=[CH:17][N:16]=[CH:15][CH:14]=3)=[C:11]([C:19]([OH:21])=O)[CH:10]=[N:9]2)[CH:5]=[CH:6][CH:7]=1.C(N(C(C)C)CC)(C)C.CN(C(ON1N=NC2C=CC=NC1=2)=[N+](C)C)C.F[P-](F)(F)(F)(F)F.[NH2:55][C:56]1[CH:63]=[CH:62][C:59]([C:60]#[N:61])=[CH:58][CH:57]=1, predict the reaction product. (3) Given the reactants [F:1][C:2]1[CH:7]=[CH:6][CH:5]=[CH:4][C:3]=1[CH2:8][C:9]#[N:10].C([Li])CCC.[CH2:16]([Mg]Br)[C:17]1[CH:22]=[CH:21][CH:20]=[CH:19][CH:18]=1, predict the reaction product. The product is: [F:1][C:2]1[CH:7]=[CH:6][CH:5]=[CH:4][C:3]=1[CH:8]([CH2:16][C:17]1[CH:22]=[CH:21][CH:20]=[CH:19][CH:18]=1)[C:9]#[N:10]. (4) The product is: [F:29][C:30]1[CH:31]=[C:32]([C:2]2[C:3]([N:23]3[CH2:27][CH2:26][C@@H:25]([OH:28])[CH2:24]3)=[N:4][CH:5]=[C:6]([C:7]([NH:9][C:10]3[CH:15]=[CH:14][C:13]([S:16][C:17]([F:19])([F:20])[F:18])=[C:12]([F:21])[CH:11]=3)=[O:8])[CH:22]=2)[CH:33]=[N:34][CH:35]=1. Given the reactants Br[C:2]1[C:3]([N:23]2[CH2:27][CH2:26][C@@H:25]([OH:28])[CH2:24]2)=[N:4][CH:5]=[C:6]([CH:22]=1)[C:7]([NH:9][C:10]1[CH:15]=[CH:14][C:13]([S:16][C:17]([F:20])([F:19])[F:18])=[C:12]([F:21])[CH:11]=1)=[O:8].[F:29][C:30]1[CH:31]=[C:32](B(O)O)[CH:33]=[N:34][CH:35]=1, predict the reaction product. (5) The product is: [CH2:1]([C:8]1[CH:13]=[C:12]2[C:11](=[CH:10][CH:9]=1)[O:14][C:22](=[O:23])[CH:21]=[C:19]2[C:15]([F:18])([F:17])[F:16])[C:2]1[CH:3]=[CH:4][CH:5]=[CH:6][CH:7]=1. Given the reactants [CH2:1]([C:8]1[CH:13]=[CH:12][C:11]([OH:14])=[CH:10][CH:9]=1)[C:2]1[CH:7]=[CH:6][CH:5]=[CH:4][CH:3]=1.[C:15]([C:19]([CH2:21][C:22](OCC)=[O:23])=O)([F:18])([F:17])[F:16].CS(O)(=O)=O, predict the reaction product. (6) Given the reactants Cl[C:2]1[CH:18]=[CH:17][C:5]([C:6]([NH:8][C:9]2[CH:14]=[CH:13][C:12]([I:15])=[C:11]([Cl:16])[CH:10]=2)=[O:7])=[CH:4][N:3]=1.[NH:19]1[CH2:29][CH2:28][CH:22]([C:23]([O:25][CH2:26][CH3:27])=[O:24])[CH2:21][CH2:20]1.C(N(C(C)C)CC)(C)C, predict the reaction product. The product is: [CH2:26]([O:25][C:23]([CH:22]1[CH2:28][CH2:29][N:19]([C:2]2[CH:18]=[CH:17][C:5]([C:6](=[O:7])[NH:8][C:9]3[CH:14]=[CH:13][C:12]([I:15])=[C:11]([Cl:16])[CH:10]=3)=[CH:4][N:3]=2)[CH2:20][CH2:21]1)=[O:24])[CH3:27]. (7) Given the reactants [NH2:1][CH2:2][C:3]1[CH:4]=[C:5]([NH:14][C:15](=[O:19])OCC)[CH:6]=[CH:7][C:8]=1[S:9]([CH2:12][CH3:13])(=[O:11])=[O:10].[C:20](Cl)(=O)[CH2:21][CH2:22][CH3:23].NC1C=CC(S(CC)(=O)=O)=C(C=1)C#N, predict the reaction product. The product is: [NH2:1][CH2:2][C:3]1[CH:4]=[C:5]([NH:14][C:15](=[O:19])[CH2:20][CH2:21][CH2:22][CH3:23])[CH:6]=[CH:7][C:8]=1[S:9]([CH2:12][CH3:13])(=[O:10])=[O:11].